Predict the reaction yield, written as a fraction of the theoretical maximum amount of product (1.0 means a 100% yield; for example, 0.34 means a 34% yield). From a dataset of Reaction yield outcomes from USPTO patents with 853,638 reactions. (1) The reactants are Br[CH2:2][C:3]1[CH:4]=[C:5]([S:9][C:10]2[CH:15]=[CH:14][N:13]=[C:12]([NH:16][C:17]3[CH:22]=[CH:21][C:20]([N:23]4[CH2:28][CH2:27][O:26][CH2:25][CH2:24]4)=[CH:19][CH:18]=3)[N:11]=2)[CH:6]=[CH:7][CH:8]=1.[C:29]([CH2:31][C:32]1[N:33]=[CH:34][NH:35][CH:36]=1)#[N:30].C(=O)([O-])[O-].[Cs+].[Cs+]. The catalyst is CN(C)C=O. The product is [O:26]1[CH2:27][CH2:28][N:23]([C:20]2[CH:21]=[CH:22][C:17]([NH:16][C:12]3[N:11]=[C:10]([S:9][C:5]4[CH:4]=[C:3]([CH:8]=[CH:7][CH:6]=4)[CH2:2][N:35]4[CH:36]=[C:32]([CH2:31][C:29]#[N:30])[N:33]=[CH:34]4)[CH:15]=[CH:14][N:13]=3)=[CH:18][CH:19]=2)[CH2:24][CH2:25]1. The yield is 0.470. (2) The reactants are [F:1][C:2]1[C:3]([NH:12][C:13]2[CH:18]=[CH:17][C:16]([I:19])=[CH:15][C:14]=2[F:20])=[C:4]([CH:8]=[CH:9][C:10]=1[F:11])[C:5]([OH:7])=O.[NH2:21][C:22]1[N:27]=[C:26]([C:28]2([OH:32])[CH2:31][NH:30][CH2:29]2)[CH:25]=[CH:24][N:23]=1.F[P-](F)(F)(F)(F)F.N1(O[P+](N2CCCC2)(N2CCCC2)N2CCCC2)C2C=CC=CC=2N=N1.C(N(CC)C(C)C)(C)C. The catalyst is CN(C)C=O. The product is [NH2:21][C:22]1[N:27]=[C:26]([C:28]2([OH:32])[CH2:31][N:30]([C:5]([C:4]3[CH:8]=[CH:9][C:10]([F:11])=[C:2]([F:1])[C:3]=3[NH:12][C:13]3[CH:18]=[CH:17][C:16]([I:19])=[CH:15][C:14]=3[F:20])=[O:7])[CH2:29]2)[CH:25]=[CH:24][N:23]=1. The yield is 0.0700. (3) The reactants are [CH3:1][O:2][C:3]1[CH:17]=[C:16]([O:18][CH3:19])[CH:15]=[CH:14][C:4]=1[CH2:5][NH:6][C:7](=[O:13])[O:8][C:9]([CH3:12])([CH3:11])[CH3:10].C([Li])CCC.Cl[CH2:26][O:27][CH3:28]. The catalyst is C1COCC1. The product is [CH3:1][O:2][C:3]1[CH:17]=[C:16]([O:18][CH3:19])[CH:15]=[CH:14][C:4]=1[CH2:5][N:6]([CH2:26][O:27][CH3:28])[C:7](=[O:13])[O:8][C:9]([CH3:12])([CH3:11])[CH3:10]. The yield is 1.04.